This data is from Reaction yield outcomes from USPTO patents with 853,638 reactions. The task is: Predict the reaction yield, written as a fraction of the theoretical maximum amount of product (1.0 means a 100% yield; for example, 0.34 means a 34% yield). (1) The reactants are Cl.[C:2]([C:4]1[CH:5]=[C:6]([CH:29]=[CH:30][CH:31]=1)[C:7]([NH:9][C:10]1[C:11]([CH3:28])=[C:12]2[C:18]([C@@H:19]3[CH2:24][CH2:23][NH:22][C:21]([CH3:26])([CH3:25])[CH2:20]3)=[CH:17][N:16]([CH3:27])[C:13]2=[N:14][CH:15]=1)=[O:8])#[N:3].C(N(CC)CC)C.[CH3:39][C@H:40]([C:44]([CH3:47])([CH3:46])[CH3:45])[C:41](O)=[O:42]. The catalyst is C(Cl)Cl. The product is [C:2]([C:4]1[CH:5]=[C:6]([CH:29]=[CH:30][CH:31]=1)[C:7]([NH:9][C:10]1[C:11]([CH3:28])=[C:12]2[C:18]([C@@H:19]3[CH2:24][CH2:23][N:22]([C:41](=[O:42])[C@H:40]([CH3:39])[C:44]([CH3:47])([CH3:46])[CH3:45])[C:21]([CH3:26])([CH3:25])[CH2:20]3)=[CH:17][N:16]([CH3:27])[C:13]2=[N:14][CH:15]=1)=[O:8])#[N:3]. The yield is 0.160. (2) The reactants are [CH3:1][N:2]([CH3:29])[CH2:3][CH2:4][CH2:5][O:6][C:7]1[CH:12]=[CH:11][C:10]([C:13]2[NH:22][C:16]3=[N:17][CH:18]=[C:19]([CH3:21])[CH:20]=[C:15]3[C:14]=2[CH:23]2[CH2:28][CH2:27][CH2:26][NH:25][CH2:24]2)=[CH:9][CH:8]=1.[N:30]1([C:35](Cl)=[O:36])[CH2:34][CH2:33][CH2:32][CH2:31]1. No catalyst specified. The product is [CH3:29][N:2]([CH3:1])[CH2:3][CH2:4][CH2:5][O:6][C:7]1[CH:8]=[CH:9][C:10]([C:13]2[NH:22][C:16]3=[N:17][CH:18]=[C:19]([CH3:21])[CH:20]=[C:15]3[C:14]=2[CH:23]2[CH2:28][CH2:27][CH2:26][N:25]([C:35]([N:30]3[CH2:34][CH2:33][CH2:32][CH2:31]3)=[O:36])[CH2:24]2)=[CH:11][CH:12]=1. The yield is 0.0800. (3) The product is [Cl:1][C:2]1[CH:3]=[C:4]2[C:8](=[CH:9][CH:10]=1)[N:7]([C:11]1[N:15]([CH3:16])[N:14]=[C:13]([CH3:17])[C:12]=1[CH2:18][C:19]([OH:22])=[O:20])[CH:6]=[CH:5]2. The catalyst is C(O)(C)(C)C.O. The yield is 0.780. The reactants are [Cl:1][C:2]1[CH:3]=[C:4]2[C:8](=[CH:9][CH:10]=1)[N:7]([C:11]1[N:15]([CH3:16])[N:14]=[C:13]([CH3:17])[C:12]=1[CH2:18][CH:19]=[O:20])[CH:6]=[CH:5]2.P([O-])(O)(O)=[O:22].[Na+].Cl([O-])=O.[Na+].CC(=CC)C. (4) The reactants are CC1NC(C)=CC=1C1C=C[CH:10]=[C:9]([C:13]2[CH:18]=[CH:17][C:16]([C:19]3[CH:24]=[CH:23][C:22]([CH2:25][N:26]4[CH2:31][CH2:30][N:29]([CH2:32]CC5C=CC=CC=5)[CH2:28][CH2:27]4)=[CH:21][CH:20]=3)=[CH:15][CH:14]=2)[N:8]=1.Cl.NO.O.Cl. The catalyst is C(O)C. The product is [CH2:32]([N:29]1[CH2:28][CH2:27][N:26]([CH2:25][C:22]2[CH:23]=[CH:24][C:19]([C:16]3[CH:15]=[CH:14][C:13]([C:9]4[N:8]=[C:9]([NH2:8])[CH:13]=[CH:14][CH:10]=4)=[CH:18][CH:17]=3)=[CH:20][CH:21]=2)[CH2:31][CH2:30]1)[CH2:16][C:19]1[CH:24]=[CH:23][CH:22]=[CH:21][CH:20]=1. The yield is 0.550. (5) The reactants are C[O:2][C:3]([C:5]1([CH2:10][CH2:11][CH2:12][CH2:13][S:14]([CH3:17])(=[O:16])=[O:15])[CH2:9][CH2:8][CH2:7][CH2:6]1)=[O:4].[OH-].[Na+]. The catalyst is C1COCC1.CO. The product is [CH3:17][S:14]([CH2:13][CH2:12][CH2:11][CH2:10][C:5]1([C:3]([OH:4])=[O:2])[CH2:9][CH2:8][CH2:7][CH2:6]1)(=[O:15])=[O:16]. The yield is 0.920. (6) The reactants are [CH3:1][C:2]1([CH3:18])[O:7][CH2:6][CH:5]([NH:8][C:9]2[C:14]([NH2:15])=[CH:13][CH:12]=[C:11]([O:16][CH3:17])[N:10]=2)[CH2:4][O:3]1.C(=O)([O-])[O-].[K+].[K+].Br[CH2:26][C:27]([O:29][CH2:30][CH3:31])=[O:28].C(Cl)Cl. The catalyst is CN(C=O)C. The product is [CH3:1][C:2]1([CH3:18])[O:7][CH2:6][CH:5]([NH:8][C:9]2[C:14]([NH:15][CH2:26][C:27]([O:29][CH2:30][CH3:31])=[O:28])=[CH:13][CH:12]=[C:11]([O:16][CH3:17])[N:10]=2)[CH2:4][O:3]1. The yield is 0.840.